The task is: Predict the product of the given reaction.. This data is from Forward reaction prediction with 1.9M reactions from USPTO patents (1976-2016). (1) Given the reactants [CH2:1]([NH:3][C:4]1[CH:9]=[C:8]([CH3:10])[NH:7][C:6](=[O:11])[C:5]=1[CH2:12][NH:13][C:14](=[O:20])OC(C)(C)C)[CH3:2].C(O)(C(F)(F)F)=O.[Br:28][C:29]1[CH:30]=[C:31](C(O)=O)[C:32]2[CH:33]=[CH:34][N:35]([CH:38]([CH3:40])[CH3:39])[C:36]=2[CH:37]=1.CN1CCOCC1.C(Cl)CCl, predict the reaction product. The product is: [Br:28][C:29]1[CH:30]=[C:31]([C:14]([NH:13][CH2:12][C:5]2[C:6](=[O:11])[NH:7][C:8]([CH3:10])=[CH:9][C:4]=2[NH:3][CH2:1][CH3:2])=[O:20])[C:32]2[CH:33]=[CH:34][N:35]([CH:38]([CH3:40])[CH3:39])[C:36]=2[CH:37]=1. (2) Given the reactants C([O:4][C@@H:5]1[C@@H:10]([O:11]C(=O)C)[C@H:9]([O:15]C(=O)C)[C@@H:8]([CH2:19][O:20]C(=O)C)[O:7][C@H:6]1[O:24][C:25]1[C:33]2[C:32]([CH2:34][CH2:35][C:36]3[CH:41]=[CH:40][CH:39]=[CH:38][CH:37]=3)=[CH:31][S:30][C:29]=2[CH:28]=[CH:27][CH:26]=1)(=O)C.C[O-].[Na+], predict the reaction product. The product is: [C@@H:6]1([O:24][C:25]2[C:33]3[C:32]([CH2:34][CH2:35][C:36]4[CH:41]=[CH:40][CH:39]=[CH:38][CH:37]=4)=[CH:31][S:30][C:29]=3[CH:28]=[CH:27][CH:26]=2)[O:7][C@H:8]([CH2:19][OH:20])[C@@H:9]([OH:15])[C@H:10]([OH:11])[C@H:5]1[OH:4]. (3) Given the reactants N#N.[CH3:3][C:4]([CH3:49])([CH2:45][CH2:46][CH:47]=[CH2:48])[CH2:5][O:6][C:7]([NH:9][C@H:10]([C:15]([N:17]1[CH2:30][C@H:29]([O:31][C:32]([C:34]2[N:35]([CH3:44])[C:36]3[C:41]([CH:42]=2)=[C:40](Br)[CH:39]=[CH:38][CH:37]=3)=[O:33])[CH2:28][C@H:18]1[C:19]([O:21][CH2:22][CH2:23][Si:24]([CH3:27])([CH3:26])[CH3:25])=[O:20])=[O:16])[C:11]([CH3:14])([CH3:13])[CH3:12])=[O:8].[CH2:50]([Sn](CCCC)(CCCC)C=C)[CH2:51]CC, predict the reaction product. The product is: [CH3:3][C:4]([CH3:49])([CH2:45][CH2:46][CH:47]=[CH2:48])[CH2:5][O:6][C:7]([NH:9][C@H:10]([C:15]([N:17]1[CH2:30][C@H:29]([O:31][C:32]([C:34]2[N:35]([CH3:44])[C:36]3[C:41]([CH:42]=2)=[C:40]([CH:50]=[CH2:51])[CH:39]=[CH:38][CH:37]=3)=[O:33])[CH2:28][C@H:18]1[C:19]([O:21][CH2:22][CH2:23][Si:24]([CH3:27])([CH3:26])[CH3:25])=[O:20])=[O:16])[C:11]([CH3:14])([CH3:13])[CH3:12])=[O:8]. (4) Given the reactants C([O:8][CH2:9][C@@H:10]1[CH2:14][CH2:13][S:12](=[O:16])(=[O:15])[NH:11]1)C1C=CC=CC=1.Br[C:18]1[CH:23]=[CH:22][C:21]([C:24]([N:26]2[CH2:31][CH2:30][N:29]([C:32]3[C:37]([CH3:38])=[CH:36][C:35]([CH:39]4[CH2:41][CH2:40]4)=[CH:34][N:33]=3)[CH2:28][CH2:27]2)=[O:25])=[C:20]([F:42])[CH:19]=1, predict the reaction product. The product is: [CH:39]1([C:35]2[CH:36]=[C:37]([CH3:38])[C:32]([N:29]3[CH2:28][CH2:27][N:26]([C:24]([C:21]4[CH:22]=[CH:23][C:18]([N:11]5[C@H:10]([CH2:9][OH:8])[CH2:14][CH2:13][S:12]5(=[O:15])=[O:16])=[CH:19][C:20]=4[F:42])=[O:25])[CH2:31][CH2:30]3)=[N:33][CH:34]=2)[CH2:40][CH2:41]1. (5) Given the reactants Cl[C:2]([O:4][C:5]1[CH:10]=[CH:9][C:8]([N+:11]([O-:13])=[O:12])=[CH:7][CH:6]=1)=[O:3].[CH3:14][NH:15][C:16]([C:18]1[CH:22]=[C:21]([CH2:23][OH:24])[O:20][N:19]=1)=[O:17].N1C=CC=CC=1, predict the reaction product. The product is: [C:2](=[O:3])([O:4][C:5]1[CH:6]=[CH:7][C:8]([N+:11]([O-:13])=[O:12])=[CH:9][CH:10]=1)[O:24][CH2:23][C:21]1[O:20][N:19]=[C:18]([C:16](=[O:17])[NH:15][CH3:14])[CH:22]=1. (6) Given the reactants [OH:1][C:2]1[C:7]([CH3:8])=[C:6]([OH:9])[CH:5]=[CH:4][C:3]=1[C:10](=[O:15])[CH2:11][CH:12]([CH3:14])[CH3:13].Br[CH2:17][CH2:18][CH2:19][CH2:20][O:21][C:22]1[CH:31]=[C:30]2[C:25]([CH2:26][CH2:27][CH:28]([C:32]([O:34][CH2:35][CH3:36])=[O:33])[O:29]2)=[CH:24][CH:23]=1, predict the reaction product. The product is: [OH:1][C:2]1[C:7]([CH3:8])=[C:6]([CH:5]=[CH:4][C:3]=1[C:10](=[O:15])[CH2:11][CH:12]([CH3:13])[CH3:14])[O:9][CH2:17][CH2:18][CH2:19][CH2:20][O:21][C:22]1[CH:31]=[C:30]2[C:25]([CH2:26][CH2:27][CH:28]([C:32]([O:34][CH2:35][CH3:36])=[O:33])[O:29]2)=[CH:24][CH:23]=1. (7) Given the reactants [Cl:1][C:2]1[C:7]([F:8])=[CH:6][C:5]([C:9]2[N:10]=[C:11]([N:18]3[CH2:23][CH2:22][CH:21]([CH2:24][CH2:25][CH2:26][C:27]([O:29]CC)=[O:28])[CH2:20][CH2:19]3)[C:12]3[CH2:17][CH2:16][CH2:15][C:13]=3[N:14]=2)=[C:4]([F:32])[CH:3]=1.[OH-].[Na+].Cl.Cl.CCOC(C)=O, predict the reaction product. The product is: [ClH:1].[Cl:1][C:2]1[C:7]([F:8])=[CH:6][C:5]([C:9]2[N:10]=[C:11]([N:18]3[CH2:19][CH2:20][CH:21]([CH2:24][CH2:25][CH2:26][C:27]([OH:29])=[O:28])[CH2:22][CH2:23]3)[C:12]3[CH2:17][CH2:16][CH2:15][C:13]=3[N:14]=2)=[C:4]([F:32])[CH:3]=1. (8) Given the reactants [C:1]([NH:5][C:6]([C:8]1[C:9](Cl)=[N:10][C:11]([Cl:14])=[N:12][CH:13]=1)=[O:7])([CH3:4])([CH3:3])[CH3:2].[NH2:16][CH2:17][CH2:18][CH2:19][NH:20][S:21]([C:24]1[CH:29]=[CH:28][CH:27]=[C:26]([N+:30]([O-:32])=[O:31])[CH:25]=1)(=[O:23])=[O:22].C(N(CC)CC)C, predict the reaction product. The product is: [C:1]([NH:5][C:6]([C:8]1[C:9]([NH:16][CH2:17][CH2:18][CH2:19][NH:20][S:21]([C:24]2[CH:29]=[CH:28][CH:27]=[C:26]([N+:30]([O-:32])=[O:31])[CH:25]=2)(=[O:22])=[O:23])=[N:10][C:11]([Cl:14])=[N:12][CH:13]=1)=[O:7])([CH3:4])([CH3:3])[CH3:2].